From a dataset of CYP1A2 inhibition data for predicting drug metabolism from PubChem BioAssay. Regression/Classification. Given a drug SMILES string, predict its absorption, distribution, metabolism, or excretion properties. Task type varies by dataset: regression for continuous measurements (e.g., permeability, clearance, half-life) or binary classification for categorical outcomes (e.g., BBB penetration, CYP inhibition). Dataset: cyp1a2_veith. (1) The compound is N=C(N)SCc1cccc2c(=O)cc(-c3ccccc3)oc12. The result is 1 (inhibitor). (2) The molecule is CCCNC(=O)c1cc2c(C(F)(F)F)nn(C)c2s1. The result is 1 (inhibitor). (3) The molecule is C/C(CCN1CCCc2nc(C)c(C)cc21)=N\O[C@@H](C)c1cn([C@@H]2COC[C@@H]2O)nn1. The result is 0 (non-inhibitor). (4) The drug is CN(C)/C=C/C(=O)c1ccc(Cl)cc1. The result is 1 (inhibitor). (5) The drug is CCOC(=O)C[C@@H](C(=O)OCC)[C@@H]1CCCCC1=O. The result is 0 (non-inhibitor). (6) The compound is O=[N+]([O-])c1ccc(N2CCNCC2)cc1NC1CC1. The result is 1 (inhibitor). (7) The compound is CN=C(N)NCCC[C@H](N)C(=O)O. The result is 0 (non-inhibitor). (8) The compound is Cc1ccc(-n2c(SCc3ccc([N+](=O)[O-])cc3)nc3ccccc3c2=O)cc1. The result is 0 (non-inhibitor).